This data is from Full USPTO retrosynthesis dataset with 1.9M reactions from patents (1976-2016). The task is: Predict the reactants needed to synthesize the given product. (1) Given the product [C:1]([NH:4][CH:5]([CH2:10][N:15]1[CH2:16][CH2:17][N:12]([CH3:11])[CH2:13][CH2:14]1)[C:6]([O:8][CH3:9])=[O:7])(=[O:3])[CH3:2], predict the reactants needed to synthesize it. The reactants are: [C:1]([NH:4][C:5](=[CH2:10])[C:6]([O:8][CH3:9])=[O:7])(=[O:3])[CH3:2].[CH3:11][N:12]1[CH2:17][CH2:16][NH:15][CH2:14][CH2:13]1.S([O-])([O-])(=O)=O.[Na+].[Na+]. (2) Given the product [N:19]1[C:18]2[C:17]([C:38]([OH:40])=[O:39])=[CH:16][CH:15]=[CH:14][C:13]=2[NH:12][CH:11]=1, predict the reactants needed to synthesize it. The reactants are: C(N(CC)CC)C.CCO[C:11]1[N:19](CC2C=CC(C3C=CC=CC=3C3NN=NN=3)=CC=2)[C:18]2[C:17]([C:38]([OH:40])=[O:39])=[CH:16][CH:15]=[CH:14][C:13]=2[N:12]=1.C(Cl)(C1C=CC=CC=1)(C1C=CC=CC=1)C1C=CC=CC=1.O. (3) Given the product [N:1]1([C:13]2[CH:14]=[C:15]([CH2:19][OH:20])[CH:16]=[N:17][CH:18]=2)[CH:5]=[CH:4][CH:3]=[N:2]1, predict the reactants needed to synthesize it. The reactants are: [NH:1]1[CH:5]=[CH:4][CH:3]=[N:2]1.C(=O)([O-])[O-].[Cs+].[Cs+].Br[C:13]1[CH:14]=[C:15]([CH2:19][OH:20])[CH:16]=[N:17][CH:18]=1.C(OCC)(=O)C. (4) Given the product [C:24]([C@H:28]1[CH2:33][CH2:32][C@H:31]([O:1][C:2]2[CH:3]=[C:4]3[C:9](=[CH:10][CH:11]=2)[CH:8]=[C:7]([C@:12]2([CH3:18])[CH2:16][O:15][C:14](=[O:17])[NH:13]2)[CH:6]=[CH:5]3)[CH2:30][CH2:29]1)([CH3:27])([CH3:26])[CH3:25], predict the reactants needed to synthesize it. The reactants are: [OH:1][C:2]1[CH:3]=[C:4]2[C:9](=[CH:10][CH:11]=1)[CH:8]=[C:7]([C@:12]1([CH3:18])[CH2:16][O:15][C:14](=[O:17])[NH:13]1)[CH:6]=[CH:5]2.O1CCCC1.[C:24]([CH:28]1[CH2:33][CH2:32][CH:31](O)[CH2:30][CH2:29]1)([CH3:27])([CH3:26])[CH3:25].C1(P(C2C=CC=CC=2)C2C=CC=CC=2)C=CC=CC=1.N(C(OC(C)C)=O)=NC(OC(C)C)=O. (5) Given the product [CH3:1][O:2][C:3]1[CH:8]=[C:7]2[CH2:9][CH:10]([CH2:13][CH:14]3[CH2:15][CH2:16][N:17]([CH2:20][C:21]4[CH:22]=[CH:23][CH:24]=[CH:25][CH:26]=4)[CH2:18][CH2:19]3)[C:11](=[O:12])[C:6]2=[CH:5][C:4]=1[O:27][CH3:28].[ClH:35], predict the reactants needed to synthesize it. The reactants are: [CH3:1][O:2][C:3]1[CH:8]=[C:7]2[CH2:9][CH:10]([CH2:13][CH:14]3[CH2:19][CH2:18][N:17]([CH2:20][C:21]4[CH:26]=[CH:25][CH:24]=[CH:23][CH:22]=4)[CH2:16][CH2:15]3)[C:11](=[O:12])[C:6]2=[CH:5][C:4]=1[O:27][CH3:28].C(O)(C(O)=O)=O.[Cl:35]CCl.N. (6) The reactants are: [C:1]([Si:3]([CH3:6])([CH3:5])[CH3:4])#[CH:2].Br[C:8]1[CH:13]=[CH:12][C:11]([C:14]2[CH:35]=[CH:34][C:17]3[NH:18][C:19]([C@@H:21]4[CH2:25][C@H:24]([CH3:26])[CH2:23][N:22]4[C:27]([O:29][C:30]([CH3:33])([CH3:32])[CH3:31])=[O:28])=[N:20][C:16]=3[CH:15]=2)=[CH:10][CH:9]=1.C(Cl)Cl. Given the product [CH3:26][C@@H:24]1[CH2:23][N:22]([C:27]([O:29][C:30]([CH3:33])([CH3:32])[CH3:31])=[O:28])[C@H:21]([C:19]2[NH:18][C:17]3[CH:34]=[CH:35][C:14]([C:11]4[CH:12]=[CH:13][C:8]([C:2]#[C:1][Si:3]([CH3:6])([CH3:5])[CH3:4])=[CH:9][CH:10]=4)=[CH:15][C:16]=3[N:20]=2)[CH2:25]1, predict the reactants needed to synthesize it. (7) Given the product [Br:1][C:2]1[CH:3]=[CH:4][C:5]([N:9]2[C:17]([CH3:16])=[C:12]([CH3:11])[C:13]([CH3:14])=[N:10]2)=[C:6]([OH:8])[CH:7]=1, predict the reactants needed to synthesize it. The reactants are: [Br:1][C:2]1[CH:3]=[CH:4][C:5]([NH:9][NH2:10])=[C:6]([OH:8])[CH:7]=1.[CH3:11][C:12]1[CH:17]=[CH:16]C(S([O-])(=O)=O)=[CH:14][CH:13]=1.CC(C(=O)C)C(=O)C. (8) Given the product [CH3:25][C:24]1([CH3:26])[O:17][C:12]2[CH:13]=[C:14]3[C:9]([CH2:8][CH:7]([C:6]4[CH:5]=[CH:4][C:3]([OH:18])=[CH:2][CH:1]=4)[CH2:16][O:15]3)=[CH:10][C:11]=2[CH:22]=[CH:23]1, predict the reactants needed to synthesize it. The reactants are: [CH:1]1[C:6]([C@H:7]2[CH2:16][O:15][C:14]3[CH:13]=[C:12]([OH:17])[CH:11]=[CH:10][C:9]=3[CH2:8]2)=[CH:5][CH:4]=[C:3]([OH:18])[CH:2]=1.C(O[CH:22](OCC)[CH:23]=[C:24]([CH3:26])[CH3:25])C. (9) Given the product [F:1][C:2]1[CH:8]=[CH:7][C:5]([NH:6][C:20]([C:22]2[C:26]3[CH:27]=[CH:28][C:29]([O:31][C:32]4[CH:37]=[CH:36][N:35]=[CH:34][N:33]=4)=[CH:30][C:25]=3[O:24][N:23]=2)=[O:19])=[CH:4][C:3]=1[C:9]([F:10])([F:11])[F:12], predict the reactants needed to synthesize it. The reactants are: [F:1][C:2]1[CH:8]=[CH:7][C:5]([NH2:6])=[CH:4][C:3]=1[C:9]([F:12])([F:11])[F:10].C[Al](C)C.C([O:19][C:20]([C:22]1[C:26]2[CH:27]=[CH:28][C:29]([O:31][C:32]3[CH:37]=[CH:36][N:35]=[CH:34][N:33]=3)=[CH:30][C:25]=2[O:24][N:23]=1)=O)C.